Dataset: Forward reaction prediction with 1.9M reactions from USPTO patents (1976-2016). Task: Predict the product of the given reaction. Given the reactants [C:1]([O:5][C:6]([NH:8][CH2:9][C:10]([C:17]1[CH2:22][CH2:21][CH2:20][CH2:19][CH:18]=1)([CH3:16])[C:11]([O:13][CH2:14][CH3:15])=[O:12])=[O:7])([CH3:4])([CH3:3])[CH3:2].[CH3:23]I.[H-].[Na+], predict the reaction product. The product is: [C:1]([O:5][C:6]([N:8]([CH3:23])[CH2:9][C:10]([C:17]1[CH2:22][CH2:21][CH2:20][CH2:19][CH:18]=1)([CH3:16])[C:11]([O:13][CH2:14][CH3:15])=[O:12])=[O:7])([CH3:2])([CH3:3])[CH3:4].